This data is from Forward reaction prediction with 1.9M reactions from USPTO patents (1976-2016). The task is: Predict the product of the given reaction. Given the reactants C([O:3][C:4]([CH2:6][C:7]1[CH:15]=[C:14]([O:16][CH2:17][CH2:18][N:19]2[CH2:24][CH2:23][O:22][CH2:21][CH2:20]2)[CH:13]=[CH:12][C:8]=1[C:9]([OH:11])=[O:10])=O)C.[NH3:25], predict the reaction product. The product is: [C:4]([CH2:6][C:7]1[CH:15]=[C:14]([O:16][CH2:17][CH2:18][N:19]2[CH2:24][CH2:23][O:22][CH2:21][CH2:20]2)[CH:13]=[CH:12][C:8]=1[C:9]([OH:11])=[O:10])(=[O:3])[NH2:25].